Dataset: Peptide-MHC class I binding affinity with 185,985 pairs from IEDB/IMGT. Task: Regression. Given a peptide amino acid sequence and an MHC pseudo amino acid sequence, predict their binding affinity value. This is MHC class I binding data. (1) The MHC is HLA-B15:01 with pseudo-sequence HLA-B15:01. The peptide sequence is KLFLESGAV. The binding affinity (normalized) is 0.850. (2) The MHC is HLA-A02:02 with pseudo-sequence HLA-A02:02. The peptide sequence is IASGQRCHFI. The binding affinity (normalized) is 0.421. (3) The peptide sequence is VVSEIDLQW. The MHC is HLA-B51:01 with pseudo-sequence HLA-B51:01. The binding affinity (normalized) is 0.0847. (4) The MHC is H-2-Kb with pseudo-sequence H-2-Kb. The peptide sequence is VEYSFIAA. The binding affinity (normalized) is 0.398. (5) The peptide sequence is PLSPTRLSRL. The MHC is HLA-A02:02 with pseudo-sequence HLA-A02:02. The binding affinity (normalized) is 0.499. (6) The peptide sequence is MSTYSDICSK. The MHC is HLA-A68:01 with pseudo-sequence HLA-A68:01. The binding affinity (normalized) is 0. (7) The peptide sequence is NGPCYGQM. The MHC is Mamu-A01 with pseudo-sequence Mamu-A01. The binding affinity (normalized) is 0.